This data is from Forward reaction prediction with 1.9M reactions from USPTO patents (1976-2016). The task is: Predict the product of the given reaction. Given the reactants [Cl:1][C:2]1[CH:3]=[C:4]([C:9]2([C:21]([F:24])([F:23])[F:22])[O:13][N:12]=[C:11]([C:14]3[CH:15]=[C:16]([NH2:20])[CH:17]=[CH:18][CH:19]=3)[CH2:10]2)[CH:5]=[C:6]([Cl:8])[CH:7]=1.N1C=CC=CC=1.[C:31]([C:33]1[CH:41]=[CH:40][C:36]([C:37](Cl)=[O:38])=[CH:35][CH:34]=1)#[N:32].C(=O)([O-])O.[Na+], predict the reaction product. The product is: [C:31]([C:33]1[CH:41]=[CH:40][C:36]([C:37]([NH:20][C:16]2[CH:17]=[CH:18][CH:19]=[C:14]([C:11]3[CH2:10][C:9]([C:4]4[CH:5]=[C:6]([Cl:8])[CH:7]=[C:2]([Cl:1])[CH:3]=4)([C:21]([F:22])([F:24])[F:23])[O:13][N:12]=3)[CH:15]=2)=[O:38])=[CH:35][CH:34]=1)#[N:32].